This data is from Forward reaction prediction with 1.9M reactions from USPTO patents (1976-2016). The task is: Predict the product of the given reaction. (1) Given the reactants [F:1][C:2]([F:18])([F:17])[C:3]1[CH:8]=[CH:7][C:6]([C:9]2[S:13][CH:12]=[C:11]([CH:14](O)C)[CH:10]=2)=[CH:5][CH:4]=1.CC1C=C(C2C=CC(C(F)(F)F)=CC=2)S[C:21]=1[CH:35]=[O:36].C[Mg]Br, predict the reaction product. The product is: [CH3:14][C:11]1[CH:10]=[C:9]([C:6]2[CH:5]=[CH:4][C:3]([C:2]([F:1])([F:17])[F:18])=[CH:8][CH:7]=2)[S:13][C:12]=1[CH:35]([OH:36])[CH3:21]. (2) Given the reactants C[O:2][C:3]([C:5]1[S:6][CH:7]=[CH:8][C:9]=1[NH2:10])=O.[CH:11]([NH2:13])=O, predict the reaction product. The product is: [N:10]1[C:9]2[CH:8]=[CH:7][S:6][C:5]=2[C:3](=[O:2])[NH:13][CH:11]=1. (3) Given the reactants [NH2:1][C@H:2]([C:23]1[CH:28]=[CH:27][CH:26]=[CH:25][CH:24]=1)[CH2:3][CH2:4][N:5]1[CH2:10][CH2:9][CH:8]([C:11]2[CH:12]=[C:13]([NH:17][C:18](=[O:22])[CH:19]([CH3:21])[CH3:20])[CH:14]=[CH:15][CH:16]=2)[CH2:7][CH2:6]1.[C:29](Cl)(=[O:36])[C:30]1[CH:35]=[CH:34][CH:33]=[CH:32][CH:31]=1, predict the reaction product. The product is: [C:18]([NH:17][C:13]1[CH:12]=[C:11]([CH:8]2[CH2:9][CH2:10][N:5]([CH2:4][CH2:3][C@H:2]([NH:1][C:29](=[O:36])[C:30]3[CH:35]=[CH:34][CH:33]=[CH:32][CH:31]=3)[C:23]3[CH:24]=[CH:25][CH:26]=[CH:27][CH:28]=3)[CH2:6][CH2:7]2)[CH:16]=[CH:15][CH:14]=1)(=[O:22])[CH:19]([CH3:21])[CH3:20]. (4) Given the reactants [H-].[Na+].[Cl:3][C:4]1[CH:5]=[C:6]([CH:17]=[C:18]([Cl:20])[CH:19]=1)[O:7][C:8]1[C:9]([CH2:15][CH3:16])=[N:10][NH:11][C:12]=1[CH2:13][CH3:14].[H][H].Cl[CH2:24][C:25](=[O:32])[CH2:26][C:27]([O:29][CH2:30][CH3:31])=[O:28], predict the reaction product. The product is: [Cl:3][C:4]1[CH:5]=[C:6]([CH:17]=[C:18]([Cl:20])[CH:19]=1)[O:7][C:8]1[C:12]([CH2:13][CH3:14])=[N:11][N:10]([CH2:24][C:25](=[O:32])[CH2:26][C:27]([O:29][CH2:30][CH3:31])=[O:28])[C:9]=1[CH2:15][CH3:16]. (5) Given the reactants Br[C:2]1[CH:3]=[C:4]([C:15]([O:17][CH3:18])=[O:16])[C:5]2[C:6]([CH3:14])=[N:7][N:8]([CH:11]([CH3:13])[CH3:12])[C:9]=2[CH:10]=1.CC1(C)C(C)(C)OB([C:27]2[CH:28]=[N:29][NH:30][CH:31]=2)O1, predict the reaction product. The product is: [CH:11]([N:8]1[C:9]2[CH:10]=[C:2]([C:27]3[CH:28]=[N:29][NH:30][CH:31]=3)[CH:3]=[C:4]([C:15]([O:17][CH3:18])=[O:16])[C:5]=2[C:6]([CH3:14])=[N:7]1)([CH3:13])[CH3:12]. (6) The product is: [O:1]=[C:2]1[C:11]2[C:6](=[CH:7][CH:8]=[CH:9][CH:10]=2)[C:5]2[CH2:12][C:13]3[CH:14]=[C:15]([NH:19][C:22](=[O:23])[CH2:21][Cl:20])[CH:16]=[CH:17][C:18]=3[C:4]=2[NH:3]1. Given the reactants [O:1]=[C:2]1[C:11]2[C:6](=[CH:7][CH:8]=[CH:9][CH:10]=2)[C:5]2[CH2:12][C:13]3[CH:14]=[C:15]([NH2:19])[CH:16]=[CH:17][C:18]=3[C:4]=2[NH:3]1.[Cl:20][CH2:21][C:22](Cl)=[O:23], predict the reaction product. (7) Given the reactants [OH:1][C:2]([CH3:23])([CH3:22])[CH:3]([N:5]1[C:13]2[C:8](=[CH:9][CH:10]=[CH:11][CH:12]=2)[C:7]([C:14]([O:16][C:17]([CH3:20])([CH3:19])[CH3:18])=[O:15])=[C:6]1[CH3:21])[CH3:4].[H-].[Na+].I[CH3:27], predict the reaction product. The product is: [CH3:27][O:1][C:2]([CH3:22])([CH3:23])[CH:3]([N:5]1[C:13]2[C:8](=[CH:9][CH:10]=[CH:11][CH:12]=2)[C:7]([C:14]([O:16][C:17]([CH3:20])([CH3:19])[CH3:18])=[O:15])=[C:6]1[CH3:21])[CH3:4]. (8) Given the reactants Br[C:2]1[S:22][C:5]2=[N:6][C:7]([CH3:21])=[CH:8][C:9]([NH:10][S:11]([C:14]3[CH:19]=[CH:18][CH:17]=[C:16]([Cl:20])[CH:15]=3)(=[O:13])=[O:12])=[C:4]2[C:3]=1[C:23]1[CH:28]=[CH:27][CH:26]=[C:25]([O:29][CH3:30])[CH:24]=1.[C:31]1(B(O)O)[CH:36]=[CH:35][CH:34]=[CH:33][CH:32]=1.C(=O)([O-])[O-].[Na+].[Na+].C(Cl)Cl, predict the reaction product. The product is: [Cl:20][C:16]1[CH:15]=[C:14]([S:11]([NH:10][C:9]2[CH:8]=[C:7]([CH3:21])[N:6]=[C:5]3[S:22][C:2]([C:31]4[CH:36]=[CH:35][CH:34]=[CH:33][CH:32]=4)=[C:3]([C:23]4[CH:28]=[CH:27][CH:26]=[C:25]([O:29][CH3:30])[CH:24]=4)[C:4]=23)(=[O:13])=[O:12])[CH:19]=[CH:18][CH:17]=1. (9) The product is: [Cl:1][C:2]1[CH:11]=[CH:10][C:5]([CH2:6][OH:7])=[CH:4][C:3]=1[O:12][CH2:13][C:14]1[CH:15]=[CH:16][CH:17]=[CH:18][CH:19]=1. Given the reactants [Cl:1][C:2]1[CH:11]=[CH:10][C:5]([C:6](OC)=[O:7])=[CH:4][C:3]=1[O:12][CH2:13][C:14]1[CH:19]=[CH:18][CH:17]=[CH:16][CH:15]=1.[H-].[Al+3].[Li+].[H-].[H-].[H-], predict the reaction product. (10) Given the reactants [C:1]([CH:5]1[CH2:10][CH2:9][CH:8]([C:11](Cl)=[O:12])[CH2:7][CH2:6]1)([CH3:4])([CH3:3])[CH3:2].[N+](=[CH2:16])=[N-].[ClH:17], predict the reaction product. The product is: [C:1]([CH:5]1[CH2:10][CH2:9][CH:8]([C:11](=[O:12])[CH2:16][Cl:17])[CH2:7][CH2:6]1)([CH3:4])([CH3:3])[CH3:2].